This data is from Catalyst prediction with 721,799 reactions and 888 catalyst types from USPTO. The task is: Predict which catalyst facilitates the given reaction. (1) Reactant: [Cl:1][C:2]1[CH:3]=[C:4]2[C:9](=[C:10]([Cl:12])[CH:11]=1)[CH2:8][N:7]([CH3:13])[CH2:6][CH:5]2[C:14]1[CH:15]=[C:16]([NH:20][C:21](=[O:32])OC2C=CC([N+]([O-])=O)=CC=2)[CH:17]=[CH:18][CH:19]=1.[N:33]([CH2:36][CH2:37][O:38][CH2:39][CH2:40][O:41][CH2:42][CH2:43][O:44][CH2:45][CH2:46][NH2:47])=[N+:34]=[N-:35]. Product: [N:33]([CH2:36][CH2:37][O:38][CH2:39][CH2:40][O:41][CH2:42][CH2:43][O:44][CH2:45][CH2:46][NH:47][C:21]([NH:20][C:16]1[CH:17]=[CH:18][CH:19]=[C:14]([CH:5]2[C:4]3[C:9](=[C:10]([Cl:12])[CH:11]=[C:2]([Cl:1])[CH:3]=3)[CH2:8][N:7]([CH3:13])[CH2:6]2)[CH:15]=1)=[O:32])=[N+:34]=[N-:35]. The catalyst class is: 3. (2) Reactant: C[O:2][C:3](=[O:38])[CH2:4][NH:5][C:6](=[O:37])[C:7]1[CH:12]=[C:11]([Cl:13])[C:10]([O:14][C:15]2[CH:20]=[CH:19][N:18]=[CH:17][C:16]=2[C:21]([N:23]2[C:32]3[C:27](=[CH:28][CH:29]=[CH:30][CH:31]=3)[N:26]([CH:33]3[CH2:35][CH2:34]3)[CH2:25][CH2:24]2)=[O:22])=[CH:9][C:8]=1[Cl:36].O.[OH-].[Li+]. Product: [Cl:36][C:8]1[CH:9]=[C:10]([O:14][C:15]2[CH:20]=[CH:19][N:18]=[CH:17][C:16]=2[C:21]([N:23]2[C:32]3[C:27](=[CH:28][CH:29]=[CH:30][CH:31]=3)[N:26]([CH:33]3[CH2:35][CH2:34]3)[CH2:25][CH2:24]2)=[O:22])[C:11]([Cl:13])=[CH:12][C:7]=1[C:6]([NH:5][CH2:4][C:3]([OH:38])=[O:2])=[O:37]. The catalyst class is: 38. (3) Reactant: [Br:1]N1C(=O)CCC1=O.[CH3:9][O:10][C:11]([C:13]1[CH:18]=[CH:17][CH:16]=[C:15]([CH3:19])[N:14]=1)=[O:12]. Product: [CH3:9][O:10][C:11]([C:13]1[CH:18]=[CH:17][CH:16]=[C:15]([CH2:19][Br:1])[N:14]=1)=[O:12]. The catalyst class is: 340. (4) Product: [C:15]([C:2]1[C:7]2[CH:8]=[C:9]3[N:13]([C:6]=2[CH:5]=[CH:4][N:3]=1)[CH2:12][CH2:11][C:10]3=[O:14])([CH3:20])=[CH2:16]. Reactant: Cl[C:2]1[C:7]2[CH:8]=[C:9]3[N:13]([C:6]=2[CH:5]=[CH:4][N:3]=1)[CH2:12][CH2:11][C:10]3=[O:14].[C:15]1([As](C2C=CC=CC=2)C2C=CC=CC=2)[CH:20]=CC=C[CH:16]=1.C([Sn](CCCC)(CCCC)C(C)=C)CCC. The catalyst class is: 3. (5) Reactant: [O:1]=[C:2]1[NH:10][C:5]2=[N:6][CH:7]=[CH:8][CH:9]=[C:4]2[N:3]1[CH:11]1[CH2:16][CH2:15][N:14]([C:17]2[N:22]=[CH:21][N:20]=[C:19]([C:23](O)=[O:24])[CH:18]=2)[CH2:13][CH2:12]1.[NH:26]1[C:34]2[C:29](=[CH:30][CH:31]=[CH:32][CH:33]=2)[CH:28]([CH2:35][OH:36])[CH2:27]1.CN(C(ON1N=NC2C=CC=CC1=2)=[N+](C)C)C.[B-](F)(F)(F)F. Product: [OH:36][CH2:35][CH:28]1[C:29]2[C:34](=[CH:33][CH:32]=[CH:31][CH:30]=2)[N:26]([C:23]([C:19]2[N:20]=[CH:21][N:22]=[C:17]([N:14]3[CH2:15][CH2:16][CH:11]([N:3]4[C:4]5[C:5](=[N:6][CH:7]=[CH:8][CH:9]=5)[NH:10][C:2]4=[O:1])[CH2:12][CH2:13]3)[CH:18]=2)=[O:24])[CH2:27]1. The catalyst class is: 3. (6) Reactant: [Br:1][C:2]1[CH:3]=[CH:4][C:5]([OH:11])=[C:6]([C:8](=[O:10])[CH3:9])[CH:7]=1.[O:12]1[CH2:17][CH2:16][CH2:15][CH:14]([CH:18]=O)[CH2:13]1. Product: [Br:1][C:2]1[CH:7]=[C:6]2[C:5](=[CH:4][CH:3]=1)[O:11][CH:18]([CH:14]1[CH2:15][CH2:16][CH2:17][O:12][CH2:13]1)[CH2:9][C:8]2=[O:10]. The catalyst class is: 40.